From a dataset of Full USPTO retrosynthesis dataset with 1.9M reactions from patents (1976-2016). Predict the reactants needed to synthesize the given product. Given the product [CH3:12][S:1][C:2]1[CH:3]=[C:4]2[C:8](=[CH:9][CH:10]=1)[C:7](=[O:11])[CH2:6][CH2:5]2, predict the reactants needed to synthesize it. The reactants are: [SH:1][C:2]1[CH:3]=[C:4]2[C:8](=[CH:9][CH:10]=1)[C:7](=[O:11])[CH2:6][CH2:5]2.[C:12]([O-])([O-])=O.[K+].[K+].CI.